From a dataset of Catalyst prediction with 721,799 reactions and 888 catalyst types from USPTO. Predict which catalyst facilitates the given reaction. (1) Reactant: [Cl:1][C:2]1[CH:7]=[C:6]([Cl:8])[CH:5]=[CH:4][C:3]=1[C:9]1[N:10]2[N:18]=[C:17]([CH3:19])[CH:16]=[C:11]2[O:12][C:13]=1[CH2:14][CH3:15].[CH2:20]([NH:23][CH2:24][CH2:25][CH3:26])[CH2:21][CH3:22].[CH2:27]=O. The catalyst class is: 52. Product: [Cl:1][C:2]1[CH:7]=[C:6]([Cl:8])[CH:5]=[CH:4][C:3]=1[C:9]1[N:10]2[N:18]=[C:17]([CH3:19])[C:16]([CH2:27][N:23]([CH2:24][CH2:25][CH3:26])[CH2:20][CH2:21][CH3:22])=[C:11]2[O:12][C:13]=1[CH2:14][CH3:15]. (2) Reactant: F[C:2]1[CH:7]=[CH:6][C:5]([S:8]([NH2:11])(=[O:10])=[O:9])=[CH:4][C:3]=1[N+:12]([O-:14])=[O:13].[O:15]1[C:19]2([CH2:24][CH2:23][CH:22]([NH2:25])[CH2:21][CH2:20]2)[O:18][CH2:17][CH2:16]1.C(N(C(C)C)CC)(C)C. Product: [O:15]1[C:19]2([CH2:24][CH2:23][CH:22]([NH:25][C:2]3[CH:7]=[CH:6][C:5]([S:8]([NH2:11])(=[O:10])=[O:9])=[CH:4][C:3]=3[N+:12]([O-:14])=[O:13])[CH2:21][CH2:20]2)[O:18][CH2:17][CH2:16]1. The catalyst class is: 7.